Dataset: Forward reaction prediction with 1.9M reactions from USPTO patents (1976-2016). Task: Predict the product of the given reaction. (1) Given the reactants [CH2:1]1[C:5]2([CH2:10][CH2:9][CH:8]([O:11][C:12]3[CH:13]=[C:14]4[C:19](=[CH:20][CH:21]=3)[CH:18]=[C:17]([CH2:22][OH:23])[CH:16]=[CH:15]4)[CH2:7][CH2:6]2)[CH2:4][CH2:3][CH2:2]1.C(Cl)Cl.CC(OI1(OC(C)=O)(OC(C)=O)OC(=O)C2C=CC=CC1=2)=O, predict the reaction product. The product is: [CH2:4]1[C:5]2([CH2:10][CH2:9][CH:8]([O:11][C:12]3[CH:13]=[C:14]4[C:19](=[CH:20][CH:21]=3)[CH:18]=[C:17]([CH:22]=[O:23])[CH:16]=[CH:15]4)[CH2:7][CH2:6]2)[CH2:1][CH2:2][CH2:3]1. (2) Given the reactants [F:1][C:2]1[CH:7]=[CH:6][C:5]([O:8][CH3:9])=[CH:4][C:3]=1[OH:10].Cl[C:12]1[CH:13]=[CH:14][C:15]([N+:27]([O-:29])=[O:28])=[C:16]([CH2:18][NH:19][C:20](=[O:26])[O:21][C:22]([CH3:25])([CH3:24])[CH3:23])[CH:17]=1.[H-].[Na+], predict the reaction product. The product is: [C:22]([O:21][C:20](=[O:26])[NH:19][CH2:18][C:16]1[CH:17]=[C:12]([O:10][C:3]2[CH:4]=[C:5]([O:8][CH3:9])[CH:6]=[CH:7][C:2]=2[F:1])[CH:13]=[CH:14][C:15]=1[N+:27]([O-:29])=[O:28])([CH3:25])([CH3:23])[CH3:24].